From a dataset of Full USPTO retrosynthesis dataset with 1.9M reactions from patents (1976-2016). Predict the reactants needed to synthesize the given product. (1) Given the product [CH3:10][O:9][C:7]1[CH:6]=[C:5]([CH:4]=[C:3]([O:2][CH3:1])[CH:8]=1)[CH2:11][NH:12][C:18]1[CH:19]=[C:20]([F:23])[CH:21]=[CH:22][C:17]=1[C:15](=[O:16])[C:14]([F:25])([F:26])[F:13], predict the reactants needed to synthesize it. The reactants are: [CH3:1][O:2][C:3]1[CH:4]=[C:5]([CH2:11][NH2:12])[CH:6]=[C:7]([O:9][CH3:10])[CH:8]=1.[F:13][C:14]([F:26])([F:25])[C:15]([C:17]1[CH:22]=[CH:21][C:20]([F:23])=[CH:19][C:18]=1F)=[O:16].C(N(C(C)C)CC)(C)C. (2) The reactants are: ClC(OCC(C)C)=O.[NH:9]([C:28]([O:30][C:31]([CH3:34])([CH3:33])[CH3:32])=[O:29])[C@@H:10]([C:18]([N:20]1[CH2:27][CH2:26][CH2:25][C@H:21]1[C:22]([OH:24])=[O:23])=[O:19])[CH2:11][C:12]1[CH:17]=[CH:16][CH:15]=[CH:14][CH:13]=1.CN1CCOCC1.[C:42]([C:44]1[CH:51]=[CH:50][C:47]([CH2:48][NH2:49])=[CH:46][CH:45]=1)#[N:43]. Given the product [NH:9]([C:28]([O:30][C:31]([CH3:34])([CH3:33])[CH3:32])=[O:29])[C@@H:10]([C:18]([N:20]1[CH2:27][CH2:26][CH2:25][C@H:21]1[C:22]([OH:24])=[O:23])=[O:19])[CH2:11][C:12]1[CH:13]=[CH:14][CH:15]=[CH:16][CH:17]=1.[C:42]([C:44]1[CH:51]=[CH:50][C:47]([CH2:48][NH-:49])=[CH:46][CH:45]=1)#[N:43], predict the reactants needed to synthesize it. (3) Given the product [CH2:15]([O:14][C:10]1[CH:11]=[C:12]2[C:7](=[CH:8][C:9]=1[CH3:22])[NH:6][C:5]([C:3]([OH:4])=[O:2])=[CH:13]2)[C:16]1[CH:17]=[CH:18][CH:19]=[CH:20][CH:21]=1, predict the reactants needed to synthesize it. The reactants are: C[O:2][C:3]([C:5]1[NH:6][C:7]2[C:12]([CH:13]=1)=[CH:11][C:10]([O:14][CH2:15][C:16]1[CH:21]=[CH:20][CH:19]=[CH:18][CH:17]=1)=[C:9]([CH3:22])[CH:8]=2)=[O:4].O1CCOCC1.O.[OH-].[Li+].Cl.